Dataset: Catalyst prediction with 721,799 reactions and 888 catalyst types from USPTO. Task: Predict which catalyst facilitates the given reaction. (1) Reactant: C(OC([NH:8][CH:9]([CH2:26][C:27]1[CH:32]=[CH:31][CH:30]=[CH:29][CH:28]=1)[C:10]([NH:12][NH:13][C:14]([C:16]1[CH:17]=[C:18]2[C:23](=[CH:24][CH:25]=1)[CH:22]=[N:21][CH:20]=[CH:19]2)=O)=[S:11])=O)(C)(C)C.C1C2C(=CC(C(NN)=O)=CC=2)C=CN=1.C(N[C@H](C(O)=O)CC1C=CC=CC=1)(OC(C)(C)C)=O.F[P-](F)(F)(F)(F)F.N1(OC(N(C)C)=[N+](C)C)C2C=CC=CC=2N=N1.C(N(C(C)C)CC)(C)C. Product: [CH:22]1[C:23]2[C:18](=[CH:17][C:16]([C:14]3[S:11][C:10]([CH:9]([NH2:8])[CH2:26][C:27]4[CH:32]=[CH:31][CH:30]=[CH:29][CH:28]=4)=[N:12][N:13]=3)=[CH:25][CH:24]=2)[CH:19]=[CH:20][N:21]=1. The catalyst class is: 139. (2) Reactant: CSC.B.B1(C)OC(C2C=CC=CC=2)(C2C=CC=CC=2)[C@H]2N1CCC2.[CH2:26]([C:28]1[C:46]([C:47]([F:50])([F:49])[F:48])=[CH:45][C:31]2[N:32]([C:38]([O:40][C:41]([CH3:44])([CH3:43])[CH3:42])=[O:39])[CH2:33][CH2:34][CH2:35][C:36](=[O:37])[C:30]=2[CH:29]=1)[CH3:27].CO. Product: [C:41]([O:40][C:38]([N:32]1[CH2:33][CH2:34][CH2:35][C@@H:36]([OH:37])[C:30]2[CH:29]=[C:28]([CH2:26][CH3:27])[C:46]([C:47]([F:50])([F:48])[F:49])=[CH:45][C:31]1=2)=[O:39])([CH3:44])([CH3:43])[CH3:42]. The catalyst class is: 4.